Dataset: NCI-60 drug combinations with 297,098 pairs across 59 cell lines. Task: Regression. Given two drug SMILES strings and cell line genomic features, predict the synergy score measuring deviation from expected non-interaction effect. (1) Drug 1: C1=CC(=CC=C1C#N)C(C2=CC=C(C=C2)C#N)N3C=NC=N3. Drug 2: CC1=C(N=C(N=C1N)C(CC(=O)N)NCC(C(=O)N)N)C(=O)NC(C(C2=CN=CN2)OC3C(C(C(C(O3)CO)O)O)OC4C(C(C(C(O4)CO)O)OC(=O)N)O)C(=O)NC(C)C(C(C)C(=O)NC(C(C)O)C(=O)NCCC5=NC(=CS5)C6=NC(=CS6)C(=O)NCCC[S+](C)C)O. Cell line: OVCAR3. Synergy scores: CSS=9.34, Synergy_ZIP=-5.83, Synergy_Bliss=-0.641, Synergy_Loewe=-7.84, Synergy_HSA=-1.78. (2) Drug 1: CCCCC(=O)OCC(=O)C1(CC(C2=C(C1)C(=C3C(=C2O)C(=O)C4=C(C3=O)C=CC=C4OC)O)OC5CC(C(C(O5)C)O)NC(=O)C(F)(F)F)O. Drug 2: B(C(CC(C)C)NC(=O)C(CC1=CC=CC=C1)NC(=O)C2=NC=CN=C2)(O)O. Cell line: EKVX. Synergy scores: CSS=62.2, Synergy_ZIP=2.28, Synergy_Bliss=2.98, Synergy_Loewe=-14.4, Synergy_HSA=4.39. (3) Drug 1: CC1CCC2CC(C(=CC=CC=CC(CC(C(=O)C(C(C(=CC(C(=O)CC(OC(=O)C3CCCCN3C(=O)C(=O)C1(O2)O)C(C)CC4CCC(C(C4)OC)OCCO)C)C)O)OC)C)C)C)OC. Drug 2: C1=CC=C(C(=C1)C(C2=CC=C(C=C2)Cl)C(Cl)Cl)Cl. Cell line: SF-268. Synergy scores: CSS=5.44, Synergy_ZIP=-3.15, Synergy_Bliss=-3.45, Synergy_Loewe=-14.3, Synergy_HSA=-4.21. (4) Drug 1: CN(C)C1=NC(=NC(=N1)N(C)C)N(C)C. Drug 2: C1C(C(OC1N2C=NC3=C2NC=NCC3O)CO)O. Cell line: NCI-H522. Synergy scores: CSS=-6.25, Synergy_ZIP=0.151, Synergy_Bliss=-5.04, Synergy_Loewe=-38.7, Synergy_HSA=-8.33. (5) Drug 1: CC(CN1CC(=O)NC(=O)C1)N2CC(=O)NC(=O)C2. Drug 2: CC(C)(C#N)C1=CC(=CC(=C1)CN2C=NC=N2)C(C)(C)C#N. Cell line: OVCAR3. Synergy scores: CSS=15.5, Synergy_ZIP=-3.30, Synergy_Bliss=-1.62, Synergy_Loewe=-2.38, Synergy_HSA=-2.34. (6) Drug 1: CC(C1=C(C=CC(=C1Cl)F)Cl)OC2=C(N=CC(=C2)C3=CN(N=C3)C4CCNCC4)N. Drug 2: C1C(C(OC1N2C=C(C(=O)NC2=O)F)CO)O. Cell line: UACC-257. Synergy scores: CSS=14.8, Synergy_ZIP=-4.83, Synergy_Bliss=-1.68, Synergy_Loewe=-9.62, Synergy_HSA=-1.64.